Regression. Given a peptide amino acid sequence and an MHC pseudo amino acid sequence, predict their binding affinity value. This is MHC class II binding data. From a dataset of Peptide-MHC class II binding affinity with 134,281 pairs from IEDB. The peptide sequence is AAATAGFTVYGAFAA. The MHC is HLA-DQA10401-DQB10402 with pseudo-sequence HLA-DQA10401-DQB10402. The binding affinity (normalized) is 0.472.